From a dataset of Full USPTO retrosynthesis dataset with 1.9M reactions from patents (1976-2016). Predict the reactants needed to synthesize the given product. (1) Given the product [Cl:10][C:6]1[C:7]([O:8][CH3:9])=[C:2]([O:21][CH2:20][C:18]2[CH:17]=[CH:16][C:15]([C:22]3[CH:27]=[C:26]([O:28][CH3:29])[CH:25]=[CH:24][C:23]=3[F:30])=[C:14]([CH2:13][C:12]([CH3:32])([CH3:31])[CH3:11])[N:19]=2)[N:3]=[CH:4][N:5]=1, predict the reactants needed to synthesize it. The reactants are: Cl[C:2]1[C:7]([O:8][CH3:9])=[C:6]([Cl:10])[N:5]=[CH:4][N:3]=1.[CH3:11][C:12]([CH3:32])([CH3:31])[CH2:13][C:14]1[N:19]=[C:18]([CH2:20][OH:21])[CH:17]=[CH:16][C:15]=1[C:22]1[CH:27]=[C:26]([O:28][CH3:29])[CH:25]=[CH:24][C:23]=1[F:30].[H-].[Na+].Cl. (2) Given the product [CH3:20][C:19]([N+:16]([O-:18])=[O:17])([CH3:21])[CH2:6][C:7]1[CH:12]=[CH:11][C:10]([N+:13]([O-:15])=[O:14])=[CH:9][CH:8]=1, predict the reactants needed to synthesize it. The reactants are: [O-]CC.[Na+].Cl[CH2:6][C:7]1[CH:12]=[CH:11][C:10]([N+:13]([O-:15])=[O:14])=[CH:9][CH:8]=1.[N+:16]([CH:19]([CH3:21])[CH3:20])([O-:18])=[O:17]. (3) Given the product [CH:44]([C:47]1[CH:52]=[CH:51][C:50]([CH3:53])=[CH:49][C:48]=1[N:54]1[C:66](=[O:67])[CH2:65][S:56]/[C:55]/1=[N:57]\[C:27]([NH:24][C@H:22]([CH3:23])[CH2:21][C:18]1[CH:19]=[CH:20][C:15]([C:12]2[N:13]=[CH:14][N:10]([C:7]3[CH:6]=[CH:5][C:4]([O:3][C:2]([F:1])([F:25])[F:26])=[CH:9][CH:8]=3)[N:11]=2)=[CH:16][CH:17]=1)=[O:30])([CH3:46])[CH3:45], predict the reactants needed to synthesize it. The reactants are: [F:1][C:2]([F:26])([F:25])[O:3][C:4]1[CH:9]=[CH:8][C:7]([N:10]2[CH:14]=[N:13][C:12]([C:15]3[CH:20]=[CH:19][C:18]([CH2:21][C@H:22]([NH2:24])[CH3:23])=[CH:17][CH:16]=3)=[N:11]2)=[CH:6][CH:5]=1.[C:27](=[O:30])(O)[O-].[Na+].ClC(Cl)(OC(=O)OC(Cl)(Cl)Cl)Cl.[CH:44]([C:47]1[CH:52]=[CH:51][C:50]([CH3:53])=[CH:49][C:48]=1[NH:54][C:55]([NH2:57])=[S:56])([CH3:46])[CH3:45].C(=O)([O-])[O-].[Cs+].[Cs+].Br[CH2:65][C:66](OC)=[O:67].C([O-])(=O)C.[Na+]. (4) Given the product [Cl:1][C:2]1[N:10]=[C:9]2[C:5]([N:6]=[C:7]([CH2:13][N:14]3[CH2:15][CH2:16][CH:17]([N:20]4[CH2:23][CH:22]([F:24])[CH2:21]4)[CH2:18][CH2:19]3)[N:8]2[CH2:11][CH3:12])=[C:4]([N:26]2[CH2:27][CH2:28][O:29][CH2:30][CH2:31]2)[N:3]=1, predict the reactants needed to synthesize it. The reactants are: [Cl:1][C:2]1[N:10]=[C:9]2[C:5]([N:6]=[C:7]([CH2:13][N:14]3[CH2:19][CH2:18][CH:17]([N:20]4[CH2:23][C:22](F)([F:24])[CH2:21]4)[CH2:16][CH2:15]3)[N:8]2[CH2:11][CH3:12])=[C:4]([N:26]2[CH2:31][CH2:30][O:29][CH2:28][CH2:27]2)[N:3]=1.FC1CN(C2CCNCC2)C1. (5) Given the product [O:42]1[CH2:43][CH2:44][N:39]([C:36]2[N:37]=[CH:38][C:33]([C:2]3[C:10]4[C:5](=[CH:6][CH:7]=[C:8]([NH:11][C:12](=[O:24])[CH:13]([N:19]5[CH2:23][CH2:22][CH2:21][CH2:20]5)[C:14]5[CH:18]=[CH:17][S:16][CH:15]=5)[CH:9]=4)[NH:4][N:3]=3)=[CH:34][CH:35]=2)[CH2:40][CH2:41]1, predict the reactants needed to synthesize it. The reactants are: I[C:2]1[C:10]2[C:5](=[CH:6][CH:7]=[C:8]([NH:11][C:12](=[O:24])[CH:13]([N:19]3[CH2:23][CH2:22][CH2:21][CH2:20]3)[C:14]3[CH:18]=[CH:17][S:16][CH:15]=3)[CH:9]=2)[NH:4][N:3]=1.CC1(C)C(C)(C)OB([C:33]2[CH:34]=[CH:35][C:36]([N:39]3[CH2:44][CH2:43][O:42][CH2:41][CH2:40]3)=[N:37][CH:38]=2)O1.C([O-])([O-])=O.[Na+].[Na+]. (6) Given the product [C:1]([NH:9][C:10]1[S:11][C@H:12]([CH3:37])[C@@H:13]2[CH2:19][C@H:18]([C:20]([NH:22][CH2:23][CH:24]=[O:25])=[O:21])[O:17][CH2:16][C@:14]2([C:29]2[CH:34]=[CH:33][C:32]([F:35])=[CH:31][C:30]=2[F:36])[N:15]=1)(=[O:8])[C:2]1[CH:3]=[CH:4][CH:5]=[CH:6][CH:7]=1, predict the reactants needed to synthesize it. The reactants are: [C:1]([NH:9][C:10]1[S:11][C@H:12]([CH3:37])[C@@H:13]2[CH2:19][C@H:18]([C:20]([NH:22][CH2:23][CH:24](OC)[O:25]C)=[O:21])[O:17][CH2:16][C@:14]2([C:29]2[CH:34]=[CH:33][C:32]([F:35])=[CH:31][C:30]=2[F:36])[N:15]=1)(=[O:8])[C:2]1[CH:7]=[CH:6][CH:5]=[CH:4][CH:3]=1.C(NC1SC[C@@H]2C[C@H](C(NCC=O)=O)OC[C@]2(C2C=CC(F)=CC=2F)N=1)(=O)C1C=CC=CC=1. (7) Given the product [OH:4][C:5]1[CH:35]=[CH:34][C:8]([CH2:9][N:10]2[C:15](=[O:16])[C:14]([C:17]3[CH:18]=[CH:19][C:20]([F:23])=[CH:21][CH:22]=3)=[C:13]([C:24]3[CH:29]=[CH:28][C:27]([S:30]([CH3:33])(=[O:32])=[O:31])=[CH:26][CH:25]=3)[CH:12]=[N:11]2)=[CH:7][CH:6]=1, predict the reactants needed to synthesize it. The reactants are: C([O:4][C:5]1[CH:35]=[CH:34][C:8]([CH2:9][N:10]2[C:15](=[O:16])[C:14]([C:17]3[CH:22]=[CH:21][C:20]([F:23])=[CH:19][CH:18]=3)=[C:13]([C:24]3[CH:29]=[CH:28][C:27]([S:30]([CH3:33])(=[O:32])=[O:31])=[CH:26][CH:25]=3)[CH:12]=[N:11]2)=[CH:7][CH:6]=1)(=O)C.O.[OH-].[Li+].CO.C(O)(=O)CC(CC(O)=O)(C(O)=O)O.